Dataset: Forward reaction prediction with 1.9M reactions from USPTO patents (1976-2016). Task: Predict the product of the given reaction. (1) Given the reactants [Cl:1][C:2]1[CH:3]=[C:4]([CH2:17][N:18]2[C:22]([CH3:23])=[CH:21][C:20]([C:24]([O:26]CC)=[O:25])=[N:19]2)[C:5]2[O:9][C:8]([C:10]3[CH:15]=[CH:14][CH:13]=[CH:12][CH:11]=3)=[CH:7][C:6]=2[CH:16]=1.[OH-].[Na+].O, predict the reaction product. The product is: [Cl:1][C:2]1[CH:3]=[C:4]([CH2:17][N:18]2[C:22]([CH3:23])=[CH:21][C:20]([C:24]([OH:26])=[O:25])=[N:19]2)[C:5]2[O:9][C:8]([C:10]3[CH:11]=[CH:12][CH:13]=[CH:14][CH:15]=3)=[CH:7][C:6]=2[CH:16]=1. (2) Given the reactants C(=O)([O-])O.[Na+].O[O:7][S:8]([O-:10])=O.[K+].CC1(C)OO1.[CH:17]1([C:20]#[C:21][C:22]2[CH:49]=[CH:48][C:25]([C:26]([NH:28][C:29]3[C:38]([CH3:39])=[C:37]4[C:32]([CH:33]=[C:34]([CH2:40][NH:41][CH:42]5[CH2:47][CH2:46]S[CH2:44][CH2:43]5)[CH:35]=[N:36]4)=[CH:31][CH:30]=3)=[O:27])=[CH:24][CH:23]=2)[CH2:19][CH2:18]1, predict the reaction product. The product is: [CH:17]1([C:20]#[C:21][C:22]2[CH:49]=[CH:48][C:25]([C:26]([NH:28][C:29]3[C:38]([CH3:39])=[C:37]4[C:32]([CH:33]=[C:34]([CH2:40][NH:41][CH:42]5[CH2:47][CH2:46][S:8](=[O:10])(=[O:7])[CH2:44][CH2:43]5)[CH:35]=[N:36]4)=[CH:31][CH:30]=3)=[O:27])=[CH:24][CH:23]=2)[CH2:19][CH2:18]1.